Dataset: Catalyst prediction with 721,799 reactions and 888 catalyst types from USPTO. Task: Predict which catalyst facilitates the given reaction. (1) Reactant: C(OC(=O)[NH:7][CH2:8][CH2:9][N:10]1[C:18]2[C:17]([NH:19][C:20]3[CH:25]=[CH:24][C:23]([O:26][C:27]4[CH:32]=[CH:31][CH:30]=[C:29]([C:33]([F:39])([F:38])[C:34]([CH3:37])([CH3:36])[CH3:35])[CH:28]=4)=[C:22]([Cl:40])[CH:21]=3)=[N:16][CH:15]=[N:14][C:13]=2[CH:12]=[CH:11]1)(C)(C)C.[ClH:42]. Product: [ClH:40].[ClH:42].[NH2:7][CH2:8][CH2:9][N:10]1[C:18]2[C:17]([NH:19][C:20]3[CH:25]=[CH:24][C:23]([O:26][C:27]4[CH:32]=[CH:31][CH:30]=[C:29]([C:33]([F:39])([F:38])[C:34]([CH3:37])([CH3:35])[CH3:36])[CH:28]=4)=[C:22]([Cl:40])[CH:21]=3)=[N:16][CH:15]=[N:14][C:13]=2[CH:12]=[CH:11]1. The catalyst class is: 5. (2) Reactant: [O:1]1[CH2:5][CH2:4][O:3][CH:2]1[CH2:6][CH2:7][CH2:8][CH2:9][CH2:10][CH2:11][CH2:12][CH2:13][O:14][C:15]1[CH:16]=[C:17]([CH:21]([C:23]2[CH:28]=[CH:27][CH:26]=[CH:25][CH:24]=2)O)[CH:18]=[CH:19][CH:20]=1.C1(P([N:43]=[N+:44]=[N-:45])(C2C=CC=CC=2)=O)C=CC=CC=1.C1CCN2C(=NCCC2)CC1. The catalyst class is: 11. Product: [N:43]([CH:21]([C:23]1[CH:28]=[CH:27][CH:26]=[CH:25][CH:24]=1)[C:17]1[CH:16]=[C:15]([CH:20]=[CH:19][CH:18]=1)[O:14][CH2:13][CH2:12][CH2:11][CH2:10][CH2:9][CH2:8][CH2:7][CH2:6][CH:2]1[O:3][CH2:4][CH2:5][O:1]1)=[N+:44]=[N-:45]. (3) Reactant: [CH2:1]([O:8][C:9]1[CH:36]=[CH:35][C:12]([C:13]([NH:15][C:16]2[C:17](Cl)=[CH:18][C:19]([O:22][CH2:23][C@@H:24]([NH:26][C:27](=[O:33])[O:28][C:29]([CH3:32])([CH3:31])[CH3:30])[CH3:25])=[N:20][CH:21]=2)=[O:14])=[CH:11][C:10]=1[F:37])[C:2]1[CH:7]=[CH:6][CH:5]=[CH:4][CH:3]=1.C(=O)([O-])[O-].[K+].[K+].O. Product: [CH2:1]([O:8][C:9]1[CH:36]=[CH:35][C:12]([C:13]2[O:14][C:17]3[CH:18]=[C:19]([O:22][CH2:23][C@@H:24]([NH:26][C:27](=[O:33])[O:28][C:29]([CH3:32])([CH3:31])[CH3:30])[CH3:25])[N:20]=[CH:21][C:16]=3[N:15]=2)=[CH:11][C:10]=1[F:37])[C:2]1[CH:7]=[CH:6][CH:5]=[CH:4][CH:3]=1. The catalyst class is: 122. (4) Reactant: Cl[C:2]1[CH:7]=[CH:6][C:5]([C:8]2[NH:9][CH:10]=[C:11]([C:13]3[CH:18]=[CH:17][C:16]([Cl:19])=[C:15]([Cl:20])[CH:14]=3)[N:12]=2)=[CH:4][N:3]=1.[NH:21]1[CH2:26][CH2:25][NH:24][CH2:23][CH2:22]1. Product: [Cl:20][C:15]1[CH:14]=[C:13]([C:11]2[N:12]=[C:8]([C:5]3[CH:6]=[CH:7][C:2]([N:21]4[CH2:26][CH2:25][NH:24][CH2:23][CH2:22]4)=[N:3][CH:4]=3)[NH:9][CH:10]=2)[CH:18]=[CH:17][C:16]=1[Cl:19]. The catalyst class is: 550.